This data is from Full USPTO retrosynthesis dataset with 1.9M reactions from patents (1976-2016). The task is: Predict the reactants needed to synthesize the given product. (1) Given the product [CH2:1]([O:8][C:9]1[CH:10]=[CH:11][C:12]([CH2:15][N:21]2[C:17](=[O:27])[C:18]3[C:19](=[CH:23][CH:24]=[CH:25][CH:26]=3)[C:20]2=[O:22])=[N:13][CH:14]=1)[C:2]1[CH:3]=[CH:4][CH:5]=[CH:6][CH:7]=1, predict the reactants needed to synthesize it. The reactants are: [CH2:1]([O:8][C:9]1[CH:10]=[CH:11][C:12]([CH2:15]O)=[N:13][CH:14]=1)[C:2]1[CH:7]=[CH:6][CH:5]=[CH:4][CH:3]=1.[C:17]1(=[O:27])[NH:21][C:20](=[O:22])[C:19]2=[CH:23][CH:24]=[CH:25][CH:26]=[C:18]12.C1(P(C2C=CC=CC=2)C2C=CC=CC=2)C=CC=CC=1.N(C(OCC)=O)=NC(OCC)=O. (2) The reactants are: [CH3:1][N:2]1[C:6]([CH3:7])=[C:5]([C:8]([NH:10][C:11]2[CH:33]=[CH:32][C:14]([O:15][C:16]3[CH:21]=[CH:20][N:19]=[C:18]([NH:22][C:23](=O)[O:24]C4C=CC=CC=4)[CH:17]=3)=[CH:13][CH:12]=2)=[O:9])[C:4](=[O:34])[N:3]1[C:35]1[CH:40]=[CH:39][CH:38]=[CH:37][CH:36]=1.[CH3:41][NH2:42]. Given the product [CH3:1][N:2]1[C:6]([CH3:7])=[C:5]([C:8]([NH:10][C:11]2[CH:12]=[CH:13][C:14]([O:15][C:16]3[CH:21]=[CH:20][N:19]=[C:18]([NH:22][C:23]([NH:42][CH3:41])=[O:24])[CH:17]=3)=[CH:32][CH:33]=2)=[O:9])[C:4](=[O:34])[N:3]1[C:35]1[CH:40]=[CH:39][CH:38]=[CH:37][CH:36]=1, predict the reactants needed to synthesize it. (3) Given the product [ClH:25].[F:1][C:2]1[C:3]2[N:4]([CH:8]=[C:9]([CH2:11][C@@H:12]3[CH2:17][CH2:16][CH2:15][CH2:14][NH:13]3)[N:10]=2)[CH:5]=[CH:6][CH:7]=1, predict the reactants needed to synthesize it. The reactants are: [F:1][C:2]1[C:3]2[N:4]([CH:8]=[C:9]([CH2:11][C@@H:12]3[CH2:17][CH2:16][CH2:15][CH2:14][N:13]3C(OC(C)(C)C)=O)[N:10]=2)[CH:5]=[CH:6][CH:7]=1.[ClH:25].O1CCOCC1. (4) Given the product [CH3:1][C:2](=[CH:5][CH2:6][C@H:7]1[CH2:11][CH:10]=[C:9]([CH3:12])[C:8]1([CH3:14])[CH3:13])[CH2:3][OH:4], predict the reactants needed to synthesize it. The reactants are: [CH3:1][C:2](=[CH:5][CH2:6][C@H:7]1[CH2:11][CH:10]=[C:9]([CH3:12])[C:8]1([CH3:14])[CH3:13])[CH:3]=[O:4].C(O)(=O)C1C=CC=CC=1.